Dataset: Forward reaction prediction with 1.9M reactions from USPTO patents (1976-2016). Task: Predict the product of the given reaction. (1) Given the reactants [O:1]1[CH:5]=[CH:4][CH:3]=[C:2]1[C:6]1[O:10][N:9]=[C:8]([CH2:11]OS(C)(=O)=O)[CH:7]=1.[N-:17]=[N+:18]=[N-:19].[Na+], predict the reaction product. The product is: [N:17]([CH2:11][C:8]1[CH:7]=[C:6]([C:2]2[O:1][CH:5]=[CH:4][CH:3]=2)[O:10][N:9]=1)=[N+:18]=[N-:19]. (2) Given the reactants Br[C:2]1[CH:3]=[N:4][C:5]2[N:6]([CH:8]=[C:9]([CH2:11][O:12][C:13]3[CH:18]=[CH:17][CH:16]=[C:15]([F:19])[CH:14]=3)[N:10]=2)[CH:7]=1.[F:20][C:21]1[CH:26]=[CH:25][C:24](B(O)O)=[C:23]([CH2:30][OH:31])[CH:22]=1, predict the reaction product. The product is: [F:20][C:21]1[CH:26]=[CH:25][C:24]([C:2]2[CH:3]=[N:4][C:5]3[N:6]([CH:8]=[C:9]([CH2:11][O:12][C:13]4[CH:18]=[CH:17][CH:16]=[C:15]([F:19])[CH:14]=4)[N:10]=3)[CH:7]=2)=[C:23]([CH2:30][OH:31])[CH:22]=1. (3) Given the reactants [CH3:1][O:2][C:3]1[CH:4]=[C:5]2[C:9](=[CH:10][CH:11]=1)[NH:8][N:7]=[C:6]2[C:12]#[N:13].[NH4+].[OH-], predict the reaction product. The product is: [CH3:1][O:2][C:3]1[CH:4]=[C:5]2[C:9](=[CH:10][CH:11]=1)[NH:8][N:7]=[C:6]2[CH2:12][NH2:13]. (4) Given the reactants [Li+].[CH3:2][CH:3]([N-:5]C(C)C)C.C(=O)=O.CC(C)=O.C[O:17][C:18]([C:20]1([O:23][CH3:24])[CH2:22][CH2:21]1)=O.C(#N)C, predict the reaction product. The product is: [CH3:24][O:23][C:20]1([C:18](=[O:17])[CH2:2][C:3]#[N:5])[CH2:22][CH2:21]1. (5) Given the reactants Br[C:2]1[CH:3]=[CH:4][C:5]([O:29][CH2:30][CH:31]2[CH2:33][CH2:32]2)=[C:6]([C:8]2[C:9]3[CH:18]=[CH:17][N:16](S(C4C=CC(C)=CC=4)(=O)=O)[C:10]=3[C:11](=[O:15])[N:12]([CH3:14])[CH:13]=2)[CH:7]=1.[B-](F)(F)(F)[CH2:35][N:36]1[CH2:40][CH2:39][CH2:38][CH2:37]1.[K+].C1(P(C2CCCCC2)C2C=CC=CC=2C2C(C(C)C)=CC(C(C)C)=CC=2C(C)C)CCCCC1.C(=O)([O-])[O-].[Cs+].[Cs+].[OH-].[Na+], predict the reaction product. The product is: [CH:31]1([CH2:30][O:29][C:5]2[CH:4]=[CH:3][C:2]([CH2:35][N:36]3[CH2:40][CH2:39][CH2:38][CH2:37]3)=[CH:7][C:6]=2[C:8]2[C:9]3[CH:18]=[CH:17][NH:16][C:10]=3[C:11](=[O:15])[N:12]([CH3:14])[CH:13]=2)[CH2:33][CH2:32]1. (6) Given the reactants [OH:1][CH:2]([C:8]1[CH:17]=[CH:16][CH:15]=[C:14]2[C:9]=1[CH:10]=[CH:11][N:12]=[CH:13]2)[C:3]([O:5][CH2:6][CH3:7])=[O:4].[C:18](Cl)(=[O:20])[CH3:19], predict the reaction product. The product is: [CH2:6]([O:5][C:3](=[O:4])[CH:2]([O:1][C:18](=[O:20])[CH3:19])[C:8]1[CH:17]=[CH:16][CH:15]=[C:14]2[C:9]=1[CH:10]=[CH:11][N:12]=[CH:13]2)[CH3:7]. (7) Given the reactants [OH2:1].[CH2:2]=[CH:3][CH:4]=[CH2:5].[O-:6][OH:6].[CH:8]12[CH2:11][CH:10]([C:9]1([CH3:17])[CH3:8])[CH2:11][CH2:10][CH:9]2[CH3:17], predict the reaction product. The product is: [CH2:17]=[C:9]1[CH2:10][CH2:11][O:6][C:8]1=[O:1].[CH2:2]=[CH:3][CH:4]=[CH2:5].